From a dataset of Full USPTO retrosynthesis dataset with 1.9M reactions from patents (1976-2016). Predict the reactants needed to synthesize the given product. Given the product [C:1]12([NH:11][C:12](=[O:13])[NH:11][CH2:1][CH2:2][CH2:3][C:22]3[CH:21]=[C:20]([C:14]4[CH:19]=[CH:18][CH:17]=[CH:16][CH:15]=4)[N:24]([C:25]4[CH:26]=[CH:27][C:28]([S:31]([NH2:34])(=[O:33])=[O:32])=[CH:29][CH:30]=4)[N:23]=3)[CH2:10][CH:5]3[CH2:6][CH:7]([CH2:9][CH:3]([CH2:4]3)[CH2:2]1)[CH2:8]2, predict the reactants needed to synthesize it. The reactants are: [C:1]12([N:11]=[C:12]=[O:13])[CH2:10][CH:5]3[CH2:6][CH:7]([CH2:9][CH:3]([CH2:4]3)[CH2:2]1)[CH2:8]2.[C:14]1([C:20]2[N:24]([C:25]3[CH:30]=[CH:29][C:28]([S:31]([NH2:34])(=[O:33])=[O:32])=[CH:27][CH:26]=3)[N:23]=[C:22](NC(NC3C=CC=C(C(F)(F)F)C=3)=O)[CH:21]=2)[CH:19]=[CH:18][CH:17]=[CH:16][CH:15]=1.